From a dataset of Forward reaction prediction with 1.9M reactions from USPTO patents (1976-2016). Predict the product of the given reaction. (1) Given the reactants [OH:1][CH2:2][CH2:3][CH2:4][CH2:5][CH2:6][NH:7][S:8]([C:11]1[CH:16]=[CH:15][C:14](Br)=[CH:13][CH:12]=1)(=[O:10])=[O:9].[C:18]([C:21]1[CH:26]=[CH:25][C:24](B(O)O)=[CH:23][CH:22]=1)(=[O:20])[CH3:19], predict the reaction product. The product is: [OH:1][CH2:2][CH2:3][CH2:4][CH2:5][CH2:6][NH:7][S:8]([C:11]1[CH:16]=[CH:15][C:14]([C:24]2[CH:25]=[CH:26][C:21]([C:18](=[O:20])[CH3:19])=[CH:22][CH:23]=2)=[CH:13][CH:12]=1)(=[O:10])=[O:9]. (2) The product is: [NH2:32][CH2:31][C:28]1[N:29]=[CH:30][N:26]([CH2:25][C@@H:17]2[C@H:16]([NH:15][C:13](=[O:14])/[C:12](=[N:11]\[O:10][C:7]([CH3:9])([CH3:8])[C:6]([OH:53])=[O:5])/[C:40]3[N:41]=[C:42]([NH2:45])[S:43][CH:44]=3)[C:19](=[O:20])[N:18]2[S:21]([OH:24])(=[O:23])=[O:22])[N:27]=1. Given the reactants C([O:5][C:6](=[O:53])[C:7]([O:10]/[N:11]=[C:12](/[C:40]1[N:41]=[C:42]([NH:45]C(OC(C)(C)C)=O)[S:43][CH:44]=1)\[C:13]([NH:15][C@@H:16]1[C:19](=[O:20])[N:18]([S:21]([OH:24])(=[O:23])=[O:22])[C@@H:17]1[CH2:25][N:26]1[CH:30]=[N:29][C:28]([CH2:31][NH:32]C(OC(C)(C)C)=O)=[N:27]1)=[O:14])([CH3:9])[CH3:8])(C)(C)C.C(O)(C(F)(F)F)=O, predict the reaction product. (3) Given the reactants [NH2:1][C:2]1[NH:3][C@@H:4]([C:13]2[CH:18]=[CH:17][CH:16]=[C:15]([O:19][CH3:20])[CH:14]=2)[CH2:5][CH2:6][C:7]=1[C:8]([O:10][CH2:11][CH3:12])=[O:9].C(N(CC)CC)C.[N:28]([CH:31]([CH3:33])[CH3:32])=[C:29]=[O:30], predict the reaction product. The product is: [CH:31]([NH:28][C:29](=[O:30])[NH:1][C:2]1[NH:3][C@@H:4]([C:13]2[CH:18]=[CH:17][CH:16]=[C:15]([O:19][CH3:20])[CH:14]=2)[CH2:5][CH2:6][C:7]=1[C:8]([O:10][CH2:11][CH3:12])=[O:9])([CH3:33])[CH3:32].